From a dataset of Catalyst prediction with 721,799 reactions and 888 catalyst types from USPTO. Predict which catalyst facilitates the given reaction. (1) Reactant: [CH:1]1([O:6][C:7]2[CH:8]=[C:9]([C:15]3[CH2:19][C:18]([C:21]4[NH:25][C:24](=[S:26])[O:23][N:22]=4)([CH3:20])[O:17][N:16]=3)[CH:10]=[CH:11][C:12]=2[O:13][CH3:14])[CH2:5][CH2:4][CH2:3][CH2:2]1.[C:27](=O)([O-])[O-].[K+].[K+].CI. Product: [CH:1]1([O:6][C:7]2[CH:8]=[C:9]([C:15]3[CH2:19][C:18]([C:21]4[N:25]([CH3:27])[C:24](=[S:26])[O:23][N:22]=4)([CH3:20])[O:17][N:16]=3)[CH:10]=[CH:11][C:12]=2[O:13][CH3:14])[CH2:5][CH2:4][CH2:3][CH2:2]1. The catalyst class is: 21. (2) Reactant: [Cl:1][C:2]1[CH:3]=[C:4]([N:9]2[CH2:14][CH2:13][N:12]([C:15](=[O:29])[C@H:16]([NH:21]C(=O)OC(C)(C)C)[C:17]([CH3:20])([CH3:19])[CH3:18])[CH2:11][CH2:10]2)[CH:5]=[CH:6][C:7]=1[Cl:8].C(O)(C(F)(F)F)=O. Product: [NH2:21][C@H:16]([C:17]([CH3:20])([CH3:19])[CH3:18])[C:15]([N:12]1[CH2:11][CH2:10][N:9]([C:4]2[CH:5]=[CH:6][C:7]([Cl:8])=[C:2]([Cl:1])[CH:3]=2)[CH2:14][CH2:13]1)=[O:29]. The catalyst class is: 4. (3) Reactant: [SH2:1].C([S:4][C:5](=N)[C:6]1[CH:11]=[CH:10][CH:9]=[C:8]([Cl:12])[C:7]=1[CH2:13][CH2:14][C:15]1[CH:20]=[C:19]([Br:21])[CH:18]=[CH:17][C:16]=1[O:22][CH3:23])C.Cl.CCOCC. Product: [Br:21][C:19]1[CH:18]=[CH:17][C:16]([O:22][CH3:23])=[C:15]([CH2:14][CH2:13][C:7]2[C:8]([Cl:12])=[CH:9][CH:10]=[CH:11][C:6]=2[C:5]([SH:4])=[S:1])[CH:20]=1. The catalyst class is: 30. (4) Reactant: [Cl:1][C:2]1[CH:7]=[CH:6][N:5]=[C:4]2[N:8]([S:24]([C:27]3[CH:32]=[CH:31][C:30]([CH3:33])=[CH:29][CH:28]=3)(=[O:26])=[O:25])[C:9]([C:11]3[C:15]4=[N:16][C:17]([O:22][CH3:23])=[C:18]([O:20][CH3:21])[CH:19]=[C:14]4[NH:13][CH:12]=3)=[CH:10][C:3]=12.[OH-].[Na+].[Cl:36][CH2:37][CH2:38]Cl. Product: [Cl:36][CH2:37][CH2:38][N:13]1[C:14]2[C:15](=[N:16][C:17]([O:22][CH3:23])=[C:18]([O:20][CH3:21])[CH:19]=2)[C:11]([C:9]2[N:8]([S:24]([C:27]3[CH:32]=[CH:31][C:30]([CH3:33])=[CH:29][CH:28]=3)(=[O:25])=[O:26])[C:4]3=[N:5][CH:6]=[CH:7][C:2]([Cl:1])=[C:3]3[CH:10]=2)=[CH:12]1. The catalyst class is: 689. (5) The catalyst class is: 63. Product: [NH2:14][C:7]1[C:8]([C:11]([NH2:13])=[O:12])=[N:9][NH:10][C:6]=1[CH:1]1[CH2:5][CH2:4][CH2:3][CH2:2]1. Reactant: [CH:1]1([C:6]2[NH:10][N:9]=[C:8]([C:11]([NH2:13])=[O:12])[C:7]=2[N+:14]([O-])=O)[CH2:5][CH2:4][CH2:3][CH2:2]1.